Predict the product of the given reaction. From a dataset of Forward reaction prediction with 1.9M reactions from USPTO patents (1976-2016). (1) Given the reactants CC(OC([N:8]1[CH2:18][CH2:17][C:11]2([CH2:15][O:14][CH2:13][CH:12]2[OH:16])[CH2:10][CH2:9]1)=O)(C)C.[ClH:19], predict the reaction product. The product is: [ClH:19].[CH2:15]1[C:11]2([CH2:17][CH2:18][NH:8][CH2:9][CH2:10]2)[CH:12]([OH:16])[CH2:13][O:14]1. (2) Given the reactants [CH3:1][C@H:2]([C:15]([O-:17])=[O:16])[C:3]1[CH:4]=[CH:5][C:6]2[CH:7]=[C:8]([O:13][CH3:14])[CH:9]=[CH:10][C:11]=2[CH:12]=1.[Na+], predict the reaction product. The product is: [CH3:1][C@H:2]([C:15]([OH:17])=[O:16])[C:3]1[CH:4]=[CH:5][C:6]2[CH:7]=[C:8]([O:13][CH3:14])[CH:9]=[CH:10][C:11]=2[CH:12]=1. (3) The product is: [CH2:18]([O:11][C:10]([C:2]1[NH:1][C:5]2=[N:6][CH:7]=[CH:8][CH:9]=[C:4]2[CH:3]=1)=[O:12])[CH3:19]. Given the reactants [NH:1]1[C:5]2=[N:6][CH:7]=[CH:8][CH:9]=[C:4]2[CH:3]=[C:2]1[C:10]([OH:12])=[O:11].OS(O)(=O)=O.[CH3:18][CH2:19]O, predict the reaction product. (4) Given the reactants Br[CH2:2][CH2:3][O:4][CH2:5][CH2:6][Br:7].[Cl:8][C:9]1[CH:28]=[CH:27][C:12]([NH:13][C:14]2[C:23]3[C:18](=[CH:19][C:20]([OH:26])=[C:21]([O:24][CH3:25])[CH:22]=3)[N:17]=[CH:16][N:15]=2)=[C:11]([F:29])[CH:10]=1.C(=O)([O-])[O-].[K+].[K+], predict the reaction product. The product is: [Br:7][CH2:6][CH2:5][O:4][CH2:3][CH2:2][O:26][C:20]1[CH:19]=[C:18]2[C:23]([C:14]([NH:13][C:12]3[CH:27]=[CH:28][C:9]([Cl:8])=[CH:10][C:11]=3[F:29])=[N:15][CH:16]=[N:17]2)=[CH:22][C:21]=1[O:24][CH3:25]. (5) Given the reactants [C:1]([NH:9][CH2:10][CH2:11][N:12]([CH2:25][CH2:26][C:27]1[CH:32]=[CH:31][C:30]([Cl:33])=[CH:29][CH:28]=1)[CH:13]1[CH2:18][CH2:17][N:16](C(OCC=C)=O)[CH2:15][CH2:14]1)(=[O:8])[C:2]1[CH:7]=[CH:6][CH:5]=[CH:4][CH:3]=1.C1([SiH3])C=CC=CC=1, predict the reaction product. The product is: [Cl:33][C:30]1[CH:29]=[CH:28][C:27]([CH2:26][CH2:25][N:12]([CH:13]2[CH2:14][CH2:15][NH:16][CH2:17][CH2:18]2)[CH2:11][CH2:10][NH:9][C:1](=[O:8])[C:2]2[CH:7]=[CH:6][CH:5]=[CH:4][CH:3]=2)=[CH:32][CH:31]=1. (6) Given the reactants [F:1][C:2]1[CH:36]=[C:35]([NH:37][C:38](=[O:50])[CH2:39][C:40]([NH:42][C:43]2[CH:48]=[CH:47][CH:46]=[CH:45][C:44]=2[F:49])=[O:41])[CH:34]=[CH:33][C:3]=1[O:4][C:5]1[CH:10]=[CH:9][N:8]=[C:7]2[CH:11]=[C:12]([C:14]3[N:15]([CH3:32])[C:16]([CH2:19][N:20]([CH2:28][CH2:29][O:30][CH3:31])C(=O)OC(C)(C)C)=[CH:17][N:18]=3)[S:13][C:6]=12.C(O)(C(F)(F)F)=O, predict the reaction product. The product is: [F:1][C:2]1[CH:36]=[C:35]([NH:37][C:38](=[O:50])[CH2:39][C:40]([NH:42][C:43]2[CH:48]=[CH:47][CH:46]=[CH:45][C:44]=2[F:49])=[O:41])[CH:34]=[CH:33][C:3]=1[O:4][C:5]1[CH:10]=[CH:9][N:8]=[C:7]2[CH:11]=[C:12]([C:14]3[N:15]([CH3:32])[C:16]([CH2:19][NH:20][CH2:28][CH2:29][O:30][CH3:31])=[CH:17][N:18]=3)[S:13][C:6]=12. (7) Given the reactants [CH2:1]([C@@H:5]1[CH2:10][CH2:9][N:8]([C:11]([O:13][CH2:14][C:15]2[CH:20]=[CH:19][CH:18]=[CH:17][CH:16]=2)=[O:12])[CH2:7][C@H:6]1[O:21][C:22](OC1C=CC([N+]([O-])=O)=CC=1)=[O:23])[CH:2]([CH3:4])[CH3:3].OC(C(F)(F)F)=O.[Cl:41][C:42]1[CH:43]=[C:44]([C@@H:48]([C@@H:57]2[CH2:62][CH2:61][CH2:60][NH:59][CH2:58]2)[O:49][CH2:50][CH2:51][NH:52][C:53](=[O:56])[O:54][CH3:55])[CH:45]=[CH:46][CH:47]=1.CCN(C(C)C)C(C)C, predict the reaction product. The product is: [Cl:41][C:42]1[CH:43]=[C:44]([C@H:48]([O:49][CH2:50][CH2:51][NH:52][C:53]([O:54][CH3:55])=[O:56])[C@@H:57]2[CH2:62][CH2:61][CH2:60][N:59]([C:22]([O:21][C@H:6]3[C@H:5]([CH2:1][CH:2]([CH3:3])[CH3:4])[CH2:10][CH2:9][N:8]([C:11]([O:13][CH2:14][C:15]4[CH:16]=[CH:17][CH:18]=[CH:19][CH:20]=4)=[O:12])[CH2:7]3)=[O:23])[CH2:58]2)[CH:45]=[CH:46][CH:47]=1.